This data is from Peptide-MHC class I binding affinity with 185,985 pairs from IEDB/IMGT. The task is: Regression. Given a peptide amino acid sequence and an MHC pseudo amino acid sequence, predict their binding affinity value. This is MHC class I binding data. (1) The peptide sequence is MQKESDDYIK. The MHC is HLA-A11:01 with pseudo-sequence HLA-A11:01. The binding affinity (normalized) is 0.455. (2) The peptide sequence is DSFLLMLCL. The MHC is HLA-A24:02 with pseudo-sequence HLA-A24:02. The binding affinity (normalized) is 0. (3) The peptide sequence is EENVEVEIW. The MHC is HLA-B44:03 with pseudo-sequence HLA-B44:03. The binding affinity (normalized) is 0.661.